This data is from Reaction yield outcomes from USPTO patents with 853,638 reactions. The task is: Predict the reaction yield, written as a fraction of the theoretical maximum amount of product (1.0 means a 100% yield; for example, 0.34 means a 34% yield). (1) The reactants are O.O.O.O.[C:5]1([S:19]([OH:22])(=[O:21])=[O:20])[C:14]2[CH:13]=[CH:12][CH:11]=[C:10]([S:15]([OH:18])(=[O:17])=[O:16])[C:9]=2[CH:8]=[CH:7][CH:6]=1.[Cl:23][C:24]1[CH:29]=[CH:28][C:27]([CH:30]2[N:34]([C:35]3[CH:40]=[CH:39][C:38]([Cl:41])=[CH:37][C:36]=3[Cl:42])[N:33]=[C:32]([C:43]([NH:45][N:46]3[CH2:51][CH2:50][CH2:49][CH2:48][CH2:47]3)=[O:44])[CH2:31]2)=[CH:26][CH:25]=1. The catalyst is C(OCC)(=O)C. The product is [C:5]1([S:19]([OH:22])(=[O:21])=[O:20])[C:14]2[CH:13]=[CH:12][CH:11]=[C:10]([S:15]([OH:18])(=[O:17])=[O:16])[C:9]=2[CH:8]=[CH:7][CH:6]=1.[Cl:23][C:24]1[CH:29]=[CH:28][C:27]([CH:30]2[N:34]([C:35]3[CH:40]=[CH:39][C:38]([Cl:41])=[CH:37][C:36]=3[Cl:42])[N:33]=[C:32]([C:43]([NH:45][N:46]3[CH2:47][CH2:48][CH2:49][CH2:50][CH2:51]3)=[O:44])[CH2:31]2)=[CH:26][CH:25]=1. The yield is 0.790. (2) The reactants are [CH3:1][N:2]([CH2:18][C:19]1[CH:24]=[CH:23][CH:22]=[C:21]([C:25](=[O:59])[NH:26][C:27]2[CH:32]=[CH:31][C:30]([N:33]3[CH2:38][CH2:37][CH2:36][CH2:35][CH2:34]3)=[CH:29][C:28]=2[C:39]2[CH:44]=[C:43]([C:45](=[O:58])[NH:46][CH2:47][C:48]3[CH:53]=[CH:52][CH:51]=[C:50]([C:54]([F:57])([F:56])[F:55])[CH:49]=3)[CH:42]=[CH:41][N:40]=2)[N:20]=1)[CH2:3][CH2:4][N:5]1[CH2:10][CH2:9][N:8](C(OC(C)(C)C)=O)[CH2:7][CH2:6]1.ClCCl.C(O)(C(F)(F)F)=O.CN(CC1N=C(C(NC2C=CC(N3CCCCC3)=CC=2C2C=C(C(=O)NCC3C=CC=C(C(F)(F)F)C=3)C=CN=2)=O)C=CC=1)CCN1CCNCC1.C(N(CC)CC)C.[CH3:129][S:130](Cl)(=[O:132])=[O:131]. The catalyst is ClCCl. The product is [CH3:1][N:2]([CH2:18][C:19]1[N:20]=[C:21]([C:25]([NH:26][C:27]2[CH:32]=[CH:31][C:30]([N:33]3[CH2:38][CH2:37][CH2:36][CH2:35][CH2:34]3)=[CH:29][C:28]=2[C:39]2[CH:44]=[C:43]([C:45](=[O:58])[NH:46][CH2:47][C:48]3[CH:53]=[CH:52][CH:51]=[C:50]([C:54]([F:57])([F:56])[F:55])[CH:49]=3)[CH:42]=[CH:41][N:40]=2)=[O:59])[CH:22]=[CH:23][CH:24]=1)[CH2:3][CH2:4][N:5]1[CH2:10][CH2:9][N:8]([S:130]([CH3:129])(=[O:132])=[O:131])[CH2:7][CH2:6]1. The yield is 0.280. (3) The reactants are [NH2:1][C:2]1[C:10]2[C:5](=[CH:6][CH:7]=[CH:8][C:9]=2[F:11])[C:4]([C:19]2[CH:20]=[C:21]([CH3:27])[C:22](=[O:26])[N:23]([CH3:25])[CH:24]=2)([C:12]2[CH:17]=[CH:16][CH:15]=[C:14](Br)[CH:13]=2)[N:3]=1.[N:28]1[CH:33]=[C:32](B(O)O)[CH:31]=[N:30][CH:29]=1. No catalyst specified. The product is [NH2:1][C:2]1[C:10]2[C:5](=[CH:6][CH:7]=[CH:8][C:9]=2[F:11])[C:4]([C:19]2[CH:20]=[C:21]([CH3:27])[C:22](=[O:26])[N:23]([CH3:25])[CH:24]=2)([C:12]2[CH:17]=[CH:16][CH:15]=[C:14]([C:32]3[CH:33]=[N:28][CH:29]=[N:30][CH:31]=3)[CH:13]=2)[N:3]=1. The yield is 0.350. (4) The reactants are [C:1]([N:6]1[CH2:11][CH2:10][N:9]([C:12]([C:14]2[CH:15]=[C:16]([CH:20]3[C:29](=O)[C:28]4[C:27]([C:31](OC)=[O:32])=[CH:26][CH:25]=[CH:24][C:23]=4[NH:22][CH:21]3[C:35]3[CH:40]=[CH:39][CH:38]=[CH:37][CH:36]=3)[CH:17]=[CH:18][CH:19]=2)=[O:13])[CH2:8][CH2:7]1)(=O)[CH:2]([CH3:4])[CH3:3].[OH2:41].[NH2:42][NH2:43]. The catalyst is CO. The product is [C:1]([N:6]1[CH2:7][CH2:8][N:9]([C:12]([C:14]2[CH:15]=[C:16]([CH:20]3[C:29]4=[N:42][NH:43][C:31](=[O:32])[C:27]5[CH:26]=[CH:25][CH:24]=[C:23]([C:28]=54)[NH:22][CH:21]3[C:35]3[CH:40]=[CH:39][CH:38]=[CH:37][CH:36]=3)[CH:17]=[CH:18][CH:19]=2)=[O:13])[CH2:10][CH2:11]1)(=[O:41])[CH:2]([CH3:4])[CH3:3]. The yield is 0.110. (5) The product is [CH2:24]([O:11][C:3]1[CH:4]=[C:5]([CH2:8][C:9]#[N:10])[CH:6]=[CH:7][C:2]=1[Cl:1])[C:21]1[CH:22]=[CH:23][CH:18]=[CH:19][CH:20]=1. The reactants are [Cl:1][C:2]1[CH:7]=[CH:6][C:5]([CH2:8][C:9]#[N:10])=[CH:4][C:3]=1[OH:11].C([O-])([O-])=O.[K+].[K+].[CH:18]1[CH:23]=[CH:22][C:21]([CH2:24]Br)=[CH:20][CH:19]=1. The yield is 0.600. The catalyst is CC#N. (6) The reactants are CC(OC(OC(OC(C)(C)C)=O)=O)(C)C.[OH:16][C:17]1[CH:26]=[CH:25][C:20]([C:21]([O:23][CH3:24])=[O:22])=[CH:19][C:18]=1I.[CH3:28][N:29](C)C.O1CCOCC1. The catalyst is O. The product is [C:28]([C:18]1[CH:19]=[C:20]([CH:25]=[CH:26][C:17]=1[OH:16])[C:21]([O:23][CH3:24])=[O:22])#[N:29]. The yield is 0.970. (7) The reactants are [CH2:1]([C:3]1[S:28][C:6]2[N:7]([CH2:13][C:14]3[CH:19]=[CH:18][C:17]([C:20]4[C:21]([C:26]#[N:27])=[CH:22][CH:23]=[CH:24][CH:25]=4)=[CH:16][CH:15]=3)[C:8](=[O:12])[NH:9][C:10](=[O:11])[C:5]=2[CH:4]=1)[CH3:2].Br[CH2:30][C:31]([CH3:33])=[O:32].[H-].[Na+].[Cl-].O[NH3+:38].[C:39](=[O:42])([O-])[OH:40].[Na+]. The catalyst is C(Cl)(Cl)Cl.CS(C)=O.CN(C)C=O. The product is [CH2:1]([C:3]1[S:28][C:6]2[N:7]([CH2:13][C:14]3[CH:19]=[CH:18][C:17]([C:20]4[CH:25]=[CH:24][CH:23]=[CH:22][C:21]=4[C:26]4[NH:38][C:39](=[O:42])[O:40][N:27]=4)=[CH:16][CH:15]=3)[C:8](=[O:12])[N:9]([CH2:30][C:31](=[O:32])[CH3:33])[C:10](=[O:11])[C:5]=2[CH:4]=1)[CH3:2]. The yield is 0.120. (8) The reactants are [NH2:1][C:2]1[CH:7]=[CH:6][C:5]([CH:8]2[CH2:13][CH2:12][N:11]([C:14]([O:16][C:17]([CH3:20])([CH3:19])[CH3:18])=[O:15])[CH2:10][CH2:9]2)=[CH:4][CH:3]=1.Br[C:22]1[C:23](=[O:30])[N:24]([CH3:29])[CH:25]=[C:26]([Br:28])[N:27]=1.C(=O)([O-])[O-].[Cs+].[Cs+].CC1(C)C2C(=C(P(C3C=CC=CC=3)C3C=CC=CC=3)C=CC=2)OC2C(P(C3C=CC=CC=3)C3C=CC=CC=3)=CC=CC1=2. The catalyst is C1C=CC(/C=C/C(/C=C/C2C=CC=CC=2)=O)=CC=1.C1C=CC(/C=C/C(/C=C/C2C=CC=CC=2)=O)=CC=1.C1C=CC(/C=C/C(/C=C/C2C=CC=CC=2)=O)=CC=1.[Pd].[Pd].O1CCOCC1. The product is [Br:28][C:26]1[N:27]=[C:22]([NH:1][C:2]2[CH:7]=[CH:6][C:5]([CH:8]3[CH2:9][CH2:10][N:11]([C:14]([O:16][C:17]([CH3:20])([CH3:19])[CH3:18])=[O:15])[CH2:12][CH2:13]3)=[CH:4][CH:3]=2)[C:23](=[O:30])[N:24]([CH3:29])[CH:25]=1. The yield is 0.800. (9) The reactants are [C:1]1([CH2:7][O:8][C:9]2[CH:14]=[CH:13][CH:12]=[CH:11][C:10]=2[C:15]2[CH:16]=[C:17]([C:21]3[CH:26]=[CH:25][CH:24]=[CH:23][C:22]=3/[CH:27]=[CH:28]/[C:29](O)=[O:30])[CH:18]=[CH:19][CH:20]=2)[CH:6]=[CH:5][CH:4]=[CH:3][CH:2]=1.[S:32]1[CH:36]=[CH:35][CH:34]=[C:33]1[S:37]([NH-:40])(=[O:39])=[O:38].CCN=C=NCCCN(C)C.Cl. The catalyst is CN(C1C=CN=CC=1)C.C(Cl)Cl.CC(O)=O. The product is [C:1]1([CH2:7][O:8][C:9]2[CH:14]=[CH:13][CH:12]=[CH:11][C:10]=2[C:15]2[CH:16]=[C:17]([C:21]3[CH:26]=[CH:25][CH:24]=[CH:23][C:22]=3/[CH:27]=[CH:28]/[C:29]([NH:40][S:37]([C:33]3[S:32][CH:36]=[CH:35][CH:34]=3)(=[O:39])=[O:38])=[O:30])[CH:18]=[CH:19][CH:20]=2)[CH:6]=[CH:5][CH:4]=[CH:3][CH:2]=1. The yield is 0.560. (10) The reactants are CS(OC[C@@H:7]1[C@H:10]([NH:11][C:12]([O:14][CH2:15][C:16]2[CH:21]=[CH:20][CH:19]=[CH:18][CH:17]=2)=[O:13])[C:9](=[O:22])[N:8]1[CH2:23][C:24]1[CH:29]=[CH:28][C:27]([O:30][CH3:31])=[CH:26][C:25]=1[O:32][CH3:33])(=O)=O.[CH2:34]([CH2:36][NH2:37])[OH:35].[CH3:38]CN(C(C)C)C(C)C. The catalyst is C(#N)C.CCOC(C)=O. The yield is 0.750. The product is [CH2:15]([O:14][C:12](=[O:13])[NH:11][C@@H:10]1[C:9](=[O:22])[N:8]([CH2:23][C:24]2[CH:29]=[CH:28][C:27]([O:30][CH3:31])=[CH:26][C:25]=2[O:32][CH3:33])[C@@H:7]1[CH2:38][NH:37][CH2:36][CH2:34][OH:35])[C:16]1[CH:21]=[CH:20][CH:19]=[CH:18][CH:17]=1.